Dataset: Forward reaction prediction with 1.9M reactions from USPTO patents (1976-2016). Task: Predict the product of the given reaction. (1) Given the reactants [CH:1]([C:3]1[CH:21]=[CH:20][C:6]([CH2:7][CH2:8][N:9]([CH:17]([CH3:19])[CH3:18])[C:10](=[O:16])[O:11][C:12]([CH3:15])([CH3:14])[CH3:13])=[CH:5][C:4]=1[OH:22])=O.[Cl:23][C:24]1[C:29]2[N:30]=[C:31]([CH2:33][C:34](OCC)=[O:35])[S:32][C:28]=2[CH:27]=[CH:26][CH:25]=1.N1CCCCC1.C(O)(=O)C, predict the reaction product. The product is: [Cl:23][C:24]1[C:29]2[N:30]=[C:31]([C:33]3[C:34](=[O:35])[O:22][C:4]4[C:3]([CH:1]=3)=[CH:21][CH:20]=[C:6]([CH2:7][CH2:8][N:9]([CH:17]([CH3:19])[CH3:18])[C:10](=[O:16])[O:11][C:12]([CH3:15])([CH3:14])[CH3:13])[CH:5]=4)[S:32][C:28]=2[CH:27]=[CH:26][CH:25]=1. (2) Given the reactants [OH:1][C:2]1[CH:10]=[CH:9][C:5]([C:6](O)=[O:7])=[C:4]([C:11]([F:14])([F:13])[F:12])[CH:3]=1.CO, predict the reaction product. The product is: [OH:7][CH2:6][C:5]1[CH:9]=[CH:10][C:2]([OH:1])=[CH:3][C:4]=1[C:11]([F:12])([F:13])[F:14]. (3) Given the reactants [ClH:1].Cl.[N:3]1([C:9]2[C:14]([C:15]3[CH:20]=[CH:19][C:18]([CH2:21][OH:22])=[CH:17][CH:16]=3)=[N:13][CH:12]=[CH:11][N:10]=2)[CH2:8][CH2:7][NH:6][CH2:5][CH2:4]1.[CH2:23]([N:30]1[C:34]([CH3:35])=[C:33]([CH:36]=O)[C:32]([CH3:38])=[N:31]1)[C:24]1[CH:29]=[CH:28][CH:27]=[CH:26][CH:25]=1.C(N(CC)CC)C.C(O[BH-](OC(=O)C)OC(=O)C)(=O)C.[Na+].[Cl-].[NH4+], predict the reaction product. The product is: [ClH:1].[CH2:23]([N:30]1[C:34]([CH3:35])=[C:33]([CH2:36][N:6]2[CH2:7][CH2:8][N:3]([C:9]3[C:14]([C:15]4[CH:16]=[CH:17][C:18]([CH2:21][OH:22])=[CH:19][CH:20]=4)=[N:13][CH:12]=[CH:11][N:10]=3)[CH2:4][CH2:5]2)[C:32]([CH3:38])=[N:31]1)[C:24]1[CH:25]=[CH:26][CH:27]=[CH:28][CH:29]=1. (4) Given the reactants [I-].[Na+].[C:3]([NH:6][CH2:7][CH2:8][NH:9][C:10]1[N:15]=[C:14]([C:16]2[CH:21]=[CH:20][CH:19]=[CH:18][CH:17]=2)[N:13]=[C:12]([NH:22][C:23](=[O:26])[CH2:24]Cl)[CH:11]=1)(=[O:5])[CH3:4].[F:27][C:28]([F:44])([F:43])[C:29]1[CH:30]=[C:31]([CH:40]=[CH:41][CH:42]=1)[CH2:32][N:33]1[CH2:39][CH2:38][CH2:37][NH:36][CH2:35][CH2:34]1.CCN(C(C)C)C(C)C, predict the reaction product. The product is: [C:3]([NH:6][CH2:7][CH2:8][NH:9][C:10]1[N:15]=[C:14]([C:16]2[CH:21]=[CH:20][CH:19]=[CH:18][CH:17]=2)[N:13]=[C:12]([NH:22][C:23](=[O:26])[CH2:24][N:36]2[CH2:37][CH2:38][CH2:39][N:33]([CH2:32][C:31]3[CH:40]=[CH:41][CH:42]=[C:29]([C:28]([F:43])([F:44])[F:27])[CH:30]=3)[CH2:34][CH2:35]2)[CH:11]=1)(=[O:5])[CH3:4]. (5) Given the reactants C([O:4][C:5]([C:7]1[CH:8]=[C:9]([CH:35]=[CH:36][CH:37]=1)[CH2:10][O:11][CH2:12][C@@H:13]([NH:16][C:17](=[O:34])[C@H:18]([CH2:26][C:27]1[CH:32]=[CH:31][CH:30]=[C:29]([CH3:33])[CH:28]=1)[NH:19][C:20]1[CH:25]=[CH:24][CH:23]=[CH:22][CH:21]=1)[C:14]#[N:15])=[O:6])C=C.N1CCOCC1, predict the reaction product. The product is: [C:5]([C:7]1[CH:8]=[C:9]([CH:35]=[CH:36][CH:37]=1)[CH2:10][O:11][CH2:12][C@@H:13]([NH:16][C:17](=[O:34])[C@H:18]([CH2:26][C:27]1[CH:32]=[CH:31][CH:30]=[C:29]([CH3:33])[CH:28]=1)[NH:19][C:20]1[CH:25]=[CH:24][CH:23]=[CH:22][CH:21]=1)[C:14]#[N:15])([OH:6])=[O:4]. (6) Given the reactants Cl[C:2]1[N:11]=[C:10]([N:12]([C:14]2[CH:19]=[CH:18][C:17]([O:20][CH3:21])=[CH:16][CH:15]=2)[CH3:13])[C:9]2[C:4](=[CH:5][CH:6]=[C:7]([N+:22]([O-:24])=[O:23])[CH:8]=2)[N:3]=1.CO.[CH3:27][NH:28][CH3:29], predict the reaction product. The product is: [CH3:27][N:28]([CH3:29])[C:2]1[N:11]=[C:10]([N:12]([C:14]2[CH:19]=[CH:18][C:17]([O:20][CH3:21])=[CH:16][CH:15]=2)[CH3:13])[C:9]2[C:4](=[CH:5][CH:6]=[C:7]([N+:22]([O-:24])=[O:23])[CH:8]=2)[N:3]=1. (7) Given the reactants [Br:1][C:2]1[CH:14]=[CH:13][C:12]2[C:11]3[C:6](=[CH:7][C:8]([Br:15])=[CH:9][CH:10]=3)[NH:5][C:4]=2[CH:3]=1.Br[CH2:17][CH2:18][CH2:19][CH2:20][CH2:21][CH2:22][CH2:23][CH2:24][CH2:25][CH2:26][CH2:27][CH2:28][CH2:29][CH2:30][CH2:31][CH3:32].[OH-].[Na+], predict the reaction product. The product is: [Br:1][C:2]1[CH:14]=[CH:13][C:12]2[C:11]3[C:6](=[CH:7][C:8]([Br:15])=[CH:9][CH:10]=3)[N:5]([CH2:32][CH2:31][CH2:30][CH2:29][CH2:28][CH2:27][CH2:26][CH2:25][CH2:24][CH2:23][CH2:22][CH2:21][CH2:20][CH2:19][CH2:18][CH3:17])[C:4]=2[CH:3]=1. (8) Given the reactants [CH:1]1([N:7]2[CH2:13][CH2:12][C:11](=[O:14])[NH:10][C:9]3[CH:15]=[N:16][C:17]([NH:19][C:20]4[CH:28]=[CH:27][C:23]([C:24]([OH:26])=O)=[C:22](OC)[CH:21]=4)=[N:18][C:8]2=3)[CH2:6][CH2:5][CH2:4][CH2:3][CH2:2]1.F[P-](F)(F)(F)(F)F.CN(C(N(C)C)=[N+]1C2C(=NC=CC=2)[N+]([O-:51])=N1)C.N1C[CH2:59][O:58]CC1.[CH2:61]([N:63](CC)[CH2:64][CH3:65])[CH3:62], predict the reaction product. The product is: [CH:1]1([N:7]2[CH2:13][CH2:12][C:11](=[O:14])[NH:10][C:9]3[CH:15]=[N:16][C:17]([NH:19][C:20]4[CH:28]=[CH:27][C:23]([C:24]([N:63]5[CH2:64][CH2:65][O:51][CH2:62][CH2:61]5)=[O:26])=[CH:22][C:21]=4[O:58][CH3:59])=[N:18][C:8]2=3)[CH2:6][CH2:5][CH2:4][CH2:3][CH2:2]1.